This data is from Full USPTO retrosynthesis dataset with 1.9M reactions from patents (1976-2016). The task is: Predict the reactants needed to synthesize the given product. (1) Given the product [ClH:27].[NH:8]1[CH2:9][CH2:10][CH:11]([NH:14][C:15]([C:17]2[C:26]3[C:21](=[CH:22][CH:23]=[CH:24][CH:25]=3)[CH:20]=[CH:19][CH:18]=2)=[O:16])[CH2:12][CH2:13]1, predict the reactants needed to synthesize it. The reactants are: C([N:8]1[CH2:13][CH2:12][CH:11]([NH:14][C:15]([C:17]2[C:26]3[C:21](=[CH:22][CH:23]=[CH:24][CH:25]=3)[CH:20]=[CH:19][CH:18]=2)=[O:16])[CH2:10][CH2:9]1)C1C=CC=CC=1.[Cl:27]C(OC(Cl)C)=O. (2) The reactants are: C([O:5][C:6](=[O:16])[C:7]1[CH:12]=[C:11]([Cl:13])[C:10]([NH2:14])=[CH:9][C:8]=1[F:15])(C)(C)C.FC(F)(F)C(O)=O. Given the product [NH2:14][C:10]1[C:11]([Cl:13])=[CH:12][C:7]([C:6]([OH:16])=[O:5])=[C:8]([F:15])[CH:9]=1, predict the reactants needed to synthesize it.